This data is from Full USPTO retrosynthesis dataset with 1.9M reactions from patents (1976-2016). The task is: Predict the reactants needed to synthesize the given product. Given the product [CH3:20][N:2]([CH3:1])[C:3]1[CH:4]=[CH:5][C:6]([N:9]=[N:10][C:11]2[CH:12]=[CH:13][C:14]([C:15]([NH:21][CH2:22][CH2:23][CH2:24][CH2:25][CH2:26][CH2:27][C:28]([O:30][CH3:31])=[O:29])=[O:17])=[CH:18][CH:19]=2)=[CH:7][CH:8]=1, predict the reactants needed to synthesize it. The reactants are: [CH3:1][N:2]([CH3:20])[C:3]1[CH:8]=[CH:7][C:6]([N:9]=[N:10][C:11]2[CH:19]=[CH:18][C:14]([C:15]([OH:17])=O)=[CH:13][CH:12]=2)=[CH:5][CH:4]=1.[NH2:21][CH2:22][CH2:23][CH2:24][CH2:25][CH2:26][CH2:27][C:28]([O:30][CH3:31])=[O:29].